From a dataset of Peptide-MHC class II binding affinity with 134,281 pairs from IEDB. Regression. Given a peptide amino acid sequence and an MHC pseudo amino acid sequence, predict their binding affinity value. This is MHC class II binding data. (1) The peptide sequence is ANWIEIMRIKKLTIT. The MHC is HLA-DPA10103-DPB10401 with pseudo-sequence HLA-DPA10103-DPB10401. The binding affinity (normalized) is 0.239. (2) The MHC is H-2-IEd with pseudo-sequence H-2-IEd. The binding affinity (normalized) is 0.565. The peptide sequence is EFEPPHAATIRVLAL. (3) The peptide sequence is AAATAGTTVYGAFYA. The MHC is HLA-DPA10103-DPB10401 with pseudo-sequence HLA-DPA10103-DPB10401. The binding affinity (normalized) is 0.184. (4) The peptide sequence is YEAFVLHFSEALRII. The MHC is DRB1_1101 with pseudo-sequence DRB1_1101. The binding affinity (normalized) is 0.446. (5) The peptide sequence is LGNVLINESFGVEPV. The MHC is DRB1_0301 with pseudo-sequence DRB1_0301. The binding affinity (normalized) is 0.457. (6) The peptide sequence is CGGTGKNTIVIPKGD. The MHC is DRB1_0101 with pseudo-sequence DRB1_0101. The binding affinity (normalized) is 0.0725. (7) The peptide sequence is AVMLTFDNAGMWNVR. The MHC is DRB4_0101 with pseudo-sequence DRB4_0103. The binding affinity (normalized) is 0.323.